Task: Predict which catalyst facilitates the given reaction.. Dataset: Catalyst prediction with 721,799 reactions and 888 catalyst types from USPTO (1) Reactant: CON(C)[C:4]([C:6]1[C:11](=[O:12])[CH:10]=[CH:9][N:8]([C:13]2[CH:18]=[CH:17][CH:16]=[C:15]([C:19]([F:22])([F:21])[F:20])[CH:14]=2)[N:7]=1)=[O:5].[CH3:24][CH2:25][Mg+].[Br-]. Product: [C:4]([C:6]1[C:11](=[O:12])[CH:10]=[CH:9][N:8]([C:13]2[CH:18]=[CH:17][CH:16]=[C:15]([C:19]([F:20])([F:21])[F:22])[CH:14]=2)[N:7]=1)(=[O:5])[CH2:24][CH3:25]. The catalyst class is: 1. (2) Reactant: [CH3:1][C:2]1[C:6](/[CH:7]=[CH:8]/[C:9]([O:11][CH2:12][CH3:13])=[O:10])=[CH:5][N:4]([C:14]2[CH:19]=[CH:18][C:17]([C:20]([F:23])([F:22])[F:21])=[CH:16][N:15]=2)[N:3]=1. Product: [CH3:1][C:2]1[C:6]([CH2:7][CH2:8][C:9]([O:11][CH2:12][CH3:13])=[O:10])=[CH:5][N:4]([C:14]2[CH:19]=[CH:18][C:17]([C:20]([F:21])([F:22])[F:23])=[CH:16][N:15]=2)[N:3]=1. The catalyst class is: 481. (3) The catalyst class is: 73. Reactant: Br[C:2]1[CH:15]=[CH:14][C:13]2[N:12]([C:16]3[CH:21]=[CH:20][CH:19]=[CH:18][CH:17]=3)[C:11]3[C:6](=[CH:7][C:8](C4C=CC=CC=4)=[CH:9][CH:10]=3)C(C)(C)[C:4]=2[CH:3]=1.[C:30]1([N:36]([C:46]2[CH:51]=[CH:50][CH:49]=[CH:48][CH:47]=2)[C:37]2[CH:42]=[CH:41][C:40](B(O)O)=[CH:39][CH:38]=2)[CH:35]=[CH:34][CH:33]=[CH:32][CH:31]=1.[C:52]1(C)[CH:57]=[CH:56][CH:55]=[CH:54][CH:53]=1.[C:59](=O)([O-])[O-].[K+].[K+].[CH2:65](O)[CH3:66]. Product: [CH3:59][C:65]1([CH3:66])[C:38]2[CH:39]=[C:40]([C:19]3[CH:20]=[CH:21][C:16]([N:12]([C:13]4[CH:14]=[CH:15][CH:2]=[CH:3][CH:4]=4)[C:11]4[CH:10]=[CH:9][CH:8]=[CH:7][CH:6]=4)=[CH:17][CH:18]=3)[CH:41]=[CH:42][C:37]=2[N:36]([C:46]2[CH:51]=[CH:50][CH:49]=[CH:48][CH:47]=2)[C:30]2[C:35]1=[CH:34][C:33]([C:52]1[CH:53]=[CH:54][CH:55]=[CH:56][CH:57]=1)=[CH:32][CH:31]=2. (4) Reactant: [F:1][C:2]1[CH:3]=[C:4]2[C:8](=[CH:9][CH:10]=1)[NH:7][C:6](=[O:11])/[C:5]/2=[CH:12]\[C:13]1[NH:21][C:20]2[CH2:19][CH2:18][N:17]([CH2:22][C@H:23]([OH:31])[CH2:24][N:25]3[CH2:30][CH2:29][O:28][CH2:27][CH2:26]3)[C:16](=[O:32])[C:15]=2[C:14]=1[CH3:33].[C:34]([OH:41])(=[O:40])/[CH:35]=[CH:36]\[C:37]([OH:39])=[O:38]. Product: [C:34]([OH:41])(=[O:40])/[CH:35]=[CH:36]\[C:37]([OH:39])=[O:38].[F:1][C:2]1[CH:3]=[C:4]2[C:8](=[CH:9][CH:10]=1)[NH:7][C:6](=[O:11])/[C:5]/2=[CH:12]\[C:13]1[NH:21][C:20]2[CH2:19][CH2:18][N:17]([CH2:22][C@H:23]([OH:31])[CH2:24][N:25]3[CH2:26][CH2:27][O:28][CH2:29][CH2:30]3)[C:16](=[O:32])[C:15]=2[C:14]=1[CH3:33]. The catalyst class is: 5. (5) Reactant: [C:1](Cl)(=[O:9])[CH:2]([CH2:6][CH2:7][CH3:8])[CH2:3][CH2:4][CH3:5].S(Cl)(Cl)=O.C(O)(=O)C(CCC)CCC.[NH2:25][C:26]([NH2:28])=[O:27]. Product: [CH2:3]([CH:2]([CH2:6][CH2:7][CH3:8])[C:1]([NH:25][C:26]([NH2:28])=[O:27])=[O:9])[CH2:4][CH3:5]. The catalyst class is: 10. (6) Reactant: [CH3:1][O:2][C:3]1[CH:15]=[C:14]([O:16][CH3:17])[CH:13]=[CH:12][C:4]=1[CH2:5][NH:6][C:7]1[S:8][CH:9]=[CH:10][N:11]=1.C[Si](C)(C)[N-][Si](C)(C)C.[Li+].[CH2:28]([O:30][C:31](=[O:43])[C:32]1[CH:37]=[CH:36][C:35]([S:38](Cl)(=[O:40])=[O:39])=[C:34]([F:42])[CH:33]=1)[CH3:29]. Product: [CH3:1][O:2][C:3]1[CH:15]=[C:14]([O:16][CH3:17])[CH:13]=[CH:12][C:4]=1[CH2:5][N:6]([C:7]1[S:8][CH:9]=[CH:10][N:11]=1)[S:38]([C:35]1[CH:36]=[CH:37][C:32]([C:31]([O:30][CH2:28][CH3:29])=[O:43])=[CH:33][C:34]=1[F:42])(=[O:39])=[O:40]. The catalyst class is: 1. (7) Reactant: Cl.[CH3:2][C:3]1([CH3:9])[CH2:7][NH:6][CH2:5][C@@H:4]1[OH:8].Cl[C:11]([O:13][CH2:14][C:15]1[CH:20]=[CH:19][CH:18]=[CH:17][CH:16]=1)=[O:12]. Product: [OH:8][C@H:4]1[CH2:5][N:6]([C:11]([O:13][CH2:14][C:15]2[CH:20]=[CH:19][CH:18]=[CH:17][CH:16]=2)=[O:12])[CH2:7][C:3]1([CH3:9])[CH3:2]. The catalyst class is: 2. (8) Reactant: [Cl:1][C:2]1[S:6][C:5]2[C:7]3([O:20][CH2:21][C:22]([F:24])([F:23])[C:4]=2[CH:3]=1)[CH2:12][CH2:11][N:10]([CH2:13][C:14]1[C:15]([CH3:19])=[N:16][NH:17][CH:18]=1)[CH2:9][CH2:8]3.C(=O)([O-])[O-].[K+].[K+].I[C:32]1[CH:37]=[CH:36][CH:35]=[CH:34][C:33]=1[CH3:38].CN[C@@H]1CCCC[C@H]1NC. Product: [Cl:1][C:2]1[S:6][C:5]2[C:7]3([CH2:12][CH2:11][N:10]([CH2:13][C:14]4[C:15]([CH3:19])=[N:16][N:17]([C:32]5[CH:37]=[CH:36][CH:35]=[CH:34][C:33]=5[CH3:38])[CH:18]=4)[CH2:9][CH2:8]3)[O:20][CH2:21][C:22]([F:23])([F:24])[C:4]=2[CH:3]=1. The catalyst class is: 509. (9) Reactant: [CH3:1][C:2]1[CH:3]=[C:4]([N:9]2[C:13](=[O:14])[C:12](=[N:15][NH:16][C:17]3[C:18]([OH:32])=[C:19]([C:23]4[CH:28]=[CH:27][CH:26]=[C:25]([C:29]([OH:31])=[O:30])[CH:24]=4)[CH:20]=[CH:21][CH:22]=3)[C:11]([CH3:33])=[N:10]2)[CH:5]=[CH:6][C:7]=1[CH3:8].S(=O)(=O)(O)O.O.[CH3:40]COC(C)=O. Product: [CH3:1][C:2]1[CH:3]=[C:4]([N:9]2[C:13](=[O:14])/[C:12](=[N:15]\[NH:16][C:17]3[C:18]([OH:32])=[C:19]([C:23]4[CH:28]=[CH:27][CH:26]=[C:25]([C:29]([O:31][CH3:40])=[O:30])[CH:24]=4)[CH:20]=[CH:21][CH:22]=3)/[C:11]([CH3:33])=[N:10]2)[CH:5]=[CH:6][C:7]=1[CH3:8]. The catalyst class is: 92.